Dataset: Full USPTO retrosynthesis dataset with 1.9M reactions from patents (1976-2016). Task: Predict the reactants needed to synthesize the given product. (1) Given the product [NH2:1][C:2]1[C:10]2[C:5](=[N:6][CH:7]=[CH:8][N:9]=2)[S:4][C:3]=1[C:11]([NH:47][C:48]1[CH:49]=[C:50]([NH:55][C:56](=[O:67])[C:57]2[CH:62]=[CH:61][CH:60]=[C:59]([C:63]([F:64])([F:65])[F:66])[CH:58]=2)[CH:51]=[CH:52][C:53]=1[CH3:54])=[O:13], predict the reactants needed to synthesize it. The reactants are: [NH2:1][C:2]1[C:10]2[C:5](=[N:6][CH:7]=[CH:8][N:9]=2)[S:4][C:3]=1[C:11]([OH:13])=O.CN(C(ON1N=NC2C=CC=NC1=2)=[N+](C)C)C.F[P-](F)(F)(F)(F)F.CCN(C(C)C)C(C)C.[NH2:47][C:48]1[CH:49]=[C:50]([NH:55][C:56](=[O:67])[C:57]2[CH:62]=[CH:61][CH:60]=[C:59]([C:63]([F:66])([F:65])[F:64])[CH:58]=2)[CH:51]=[CH:52][C:53]=1[CH3:54]. (2) Given the product [CH2:19]([NH:21][C:22](=[O:40])[C:23]1[CH:28]=[C:27]([C:2]2[CH:10]=[C:9]3[C:5]([C:6]([C:11]4[CH:12]=[N:13][C:14]([O:17][CH3:18])=[CH:15][CH:16]=4)=[N:7][NH:8]3)=[CH:4][CH:3]=2)[C:26]([CH3:38])=[C:25]([F:39])[CH:24]=1)[CH3:20], predict the reactants needed to synthesize it. The reactants are: Br[C:2]1[CH:10]=[C:9]2[C:5]([C:6]([C:11]3[CH:12]=[N:13][C:14]([O:17][CH3:18])=[CH:15][CH:16]=3)=[N:7][NH:8]2)=[CH:4][CH:3]=1.[CH2:19]([NH:21][C:22](=[O:40])[C:23]1[CH:28]=[C:27](B2OC(C)(C)C(C)(C)O2)[C:26]([CH3:38])=[C:25]([F:39])[CH:24]=1)[CH3:20].C(=O)([O-])O.[Na+].